Regression/Classification. Given a drug SMILES string, predict its toxicity properties. Task type varies by dataset: regression for continuous values (e.g., LD50, hERG inhibition percentage) or binary classification for toxic/non-toxic outcomes (e.g., AMES mutagenicity, cardiotoxicity, hepatotoxicity). Dataset: herg_karim. From a dataset of hERG potassium channel inhibition data for cardiac toxicity prediction from Karim et al.. (1) The compound is C(CN1CCc2ccccc2C1)=C1CCCc2c1cnn2-c1ccccc1. The result is 1 (blocker). (2) The drug is O=C(Nc1ccc(C(F)(F)F)cc1)NS(=O)(=O)c1ccc(OCCN2CCCC2)cc1. The result is 0 (non-blocker). (3) The compound is COc1ccc2ncc(=O)n(CCN3CC[C@@H](NCc4ccc5c(n4)NC(=O)CO5)[C@@H](OC)C3)c2c1. The result is 0 (non-blocker). (4) The molecule is C[C@H]1[C@H](/C=C/c2ccc(-c3cccnc3C#N)cn2)[C@@H]2[C@@H](C)OC(=O)[C@]2(CC(N)=O)CC1(F)F. The result is 0 (non-blocker). (5) The drug is COCCCc1cc(CN(C(=O)C2CNCCC2c2cc(=O)n(C)c3ccccc23)C2CC2)cc(OCCOC)c1. The result is 0 (non-blocker). (6) The drug is COc1cc(-c2cn(Cc3cccc(-c4noc(C)n4)c3)nn2)ccc1-n1cnc(C)c1. The result is 0 (non-blocker).